This data is from Merck oncology drug combination screen with 23,052 pairs across 39 cell lines. The task is: Regression. Given two drug SMILES strings and cell line genomic features, predict the synergy score measuring deviation from expected non-interaction effect. (1) Drug 1: O=S1(=O)NC2(CN1CC(F)(F)F)C1CCC2Cc2cc(C=CCN3CCC(C(F)(F)F)CC3)ccc2C1. Drug 2: CC1CC2C3CCC4=CC(=O)C=CC4(C)C3(F)C(O)CC2(C)C1(O)C(=O)CO. Cell line: KPL1. Synergy scores: synergy=29.2. (2) Drug 2: COC1=C2CC(C)CC(OC)C(O)C(C)C=C(C)C(OC(N)=O)C(OC)C=CC=C(C)C(=O)NC(=CC1=O)C2=O. Cell line: A2780. Drug 1: CCC1(O)CC2CN(CCc3c([nH]c4ccccc34)C(C(=O)OC)(c3cc4c(cc3OC)N(C)C3C(O)(C(=O)OC)C(OC(C)=O)C5(CC)C=CCN6CCC43C65)C2)C1. Synergy scores: synergy=-18.2. (3) Drug 1: O=S1(=O)NC2(CN1CC(F)(F)F)C1CCC2Cc2cc(C=CCN3CCC(C(F)(F)F)CC3)ccc2C1. Drug 2: N.N.O=C(O)C1(C(=O)O)CCC1.[Pt]. Cell line: VCAP. Synergy scores: synergy=7.38.